Dataset: Catalyst prediction with 721,799 reactions and 888 catalyst types from USPTO. Task: Predict which catalyst facilitates the given reaction. (1) Product: [ClH:1].[F:22][C:16]1[CH:15]=[C:14]([N:5]([C:6](=[O:13])[C:7]2[CH:8]=[CH:9][CH:10]=[CH:11][CH:12]=2)[NH2:4])[CH:19]=[CH:18][C:17]=1[O:20][CH3:21]. Reactant: [ClH:1].C(=[N:4][N:5]([C:14]1[CH:19]=[CH:18][C:17]([O:20][CH3:21])=[C:16]([F:22])[CH:15]=1)[C:6](=[O:13])[C:7]1[CH:12]=[CH:11][CH:10]=[CH:9][CH:8]=1)C. The catalyst class is: 224. (2) The catalyst class is: 3. Reactant: [Cl:1][C:2]1[CH:7]=[C:6]([B:8]2[O:12][C:11]([CH3:14])([CH3:13])[C:10]([CH3:16])([CH3:15])[O:9]2)[CH:5]=[CH:4][C:3]=1[OH:17].[CH2:18]([O:20][C:21](=[O:26])[CH2:22][CH2:23][CH2:24]Br)[CH3:19].C([O-])([O-])=O.[Cs+].[Cs+]. Product: [CH2:18]([O:20][C:21](=[O:26])[CH2:22][CH2:23][CH2:24][O:17][C:3]1[CH:4]=[CH:5][C:6]([B:8]2[O:12][C:11]([CH3:13])([CH3:14])[C:10]([CH3:16])([CH3:15])[O:9]2)=[CH:7][C:2]=1[Cl:1])[CH3:19].